From a dataset of Reaction yield outcomes from USPTO patents with 853,638 reactions. Predict the reaction yield, written as a fraction of the theoretical maximum amount of product (1.0 means a 100% yield; for example, 0.34 means a 34% yield). (1) The reactants are [OH:1][C:2]1[N:3]=[CH:4][C:5]([C:8]([OH:10])=[O:9])=[N:6][CH:7]=1.Cl.O1CCOC[CH2:13]1. The catalyst is CO. The product is [OH:1][C:2]1[N:3]=[CH:4][C:5]([C:8]([O:10][CH3:13])=[O:9])=[N:6][CH:7]=1. The yield is 0.610. (2) The reactants are [C:1]([C:4]1[CH:9]=[CH:8][C:7]([C@@H:10]([NH:12][C:13](=[O:19])[O:14][C:15]([CH3:18])([CH3:17])[CH3:16])[CH3:11])=[C:6]([F:20])[CH:5]=1)(=[O:3])[CH3:2].[CH3:21][Mg+].[Br-]. The catalyst is C(Cl)Cl.C(OCC)C. The product is [F:20][C:6]1[CH:5]=[C:4]([C:1]([OH:3])([CH3:21])[CH3:2])[CH:9]=[CH:8][C:7]=1[C@@H:10]([NH:12][C:13](=[O:19])[O:14][C:15]([CH3:18])([CH3:17])[CH3:16])[CH3:11]. The yield is 0.920. (3) The reactants are [CH2:1]([N:5]1[C:13]2[N:12]=[CH:11][NH:10][C:9]=2[C:8](=[O:14])[N:7]2[C:15]([CH2:18]Cl)=[N:16][N:17]=[C:6]12)[CH2:2][CH2:3][CH3:4].[CH3:20][OH:21]. The catalyst is C[O-].[Na+].O. The product is [CH2:1]([N:5]1[C:13]2[N:12]=[CH:11][NH:10][C:9]=2[C:8](=[O:14])[N:7]2[C:15]([CH2:18][O:21][CH3:20])=[N:16][N:17]=[C:6]12)[CH2:2][CH2:3][CH3:4]. The yield is 0.174. (4) The reactants are [F:1][C:2]1[CH:10]=[C:9]2[C:5]([C:6]([C:12]3[N:13]=[C:14]4[C:20]([C:21](O)=[O:22])=[CH:19][N:18]([CH2:24][O:25][CH2:26][CH2:27][Si:28]([CH3:31])([CH3:30])[CH3:29])[C:15]4=[N:16][CH:17]=3)=[N:7][N:8]2[CH3:11])=[CH:4][CH:3]=1.[NH2:32][C@@H:33]([CH2:36][CH:37]([CH3:39])[CH3:38])[CH2:34][OH:35].CN(C(ON1N=NC2C=CC=NC1=2)=[N+](C)C)C.F[P-](F)(F)(F)(F)F.C(N(CC)C(C)C)(C)C. The catalyst is C(#N)C. The product is [OH:35][CH2:34][C@@H:33]([NH:32][C:21]([C:20]1[C:14]2[C:15](=[N:16][CH:17]=[C:12]([C:6]3[C:5]4[C:9](=[CH:10][C:2]([F:1])=[CH:3][CH:4]=4)[N:8]([CH3:11])[N:7]=3)[N:13]=2)[N:18]([CH2:24][O:25][CH2:26][CH2:27][Si:28]([CH3:29])([CH3:31])[CH3:30])[CH:19]=1)=[O:22])[CH2:36][CH:37]([CH3:39])[CH3:38]. The yield is 0.590. (5) The reactants are [CH2:1]([O:3][C:4]([N:6]1[CH:11]2[CH2:12][CH2:13][CH:7]1[CH2:8][CH:9]([C:14]1[N:19]3[N:20]=[C:21]([C:24]4[CH:29]=[CH:28][N:27]=[CH:26][CH:25]=4)[C:22](I)=[C:18]3[N:17]=[CH:16][CH:15]=1)[CH2:10]2)=[O:5])[CH3:2].CC1(C)C(C)(C)OB([C:38]2[CH:46]=[CH:45][CH:44]=[C:43]3[C:39]=2[CH:40]=[CH:41][NH:42]3)O1. No catalyst specified. The product is [NH:42]1[C:43]2[C:39](=[C:38]([C:22]3[C:21]([C:24]4[CH:29]=[CH:28][N:27]=[CH:26][CH:25]=4)=[N:20][N:19]4[C:14]([CH:9]5[CH2:8][CH:7]6[N:6]([C:4]([O:3][CH2:1][CH3:2])=[O:5])[CH:11]([CH2:12][CH2:13]6)[CH2:10]5)=[CH:15][CH:16]=[N:17][C:18]=34)[CH:46]=[CH:45][CH:44]=2)[CH:40]=[CH:41]1. The yield is 0.510.